Predict the product of the given reaction. From a dataset of Forward reaction prediction with 1.9M reactions from USPTO patents (1976-2016). (1) Given the reactants [NH:1]1[C:9]2[C:4](=[CH:5][CH:6]=[CH:7][C:8]=2[C:10]([OH:12])=O)[CH:3]=[CH:2]1.CN(C(ON1N=NC2C=CC=CC1=2)=[N+](C)C)C.[B-](F)(F)(F)F.C(N(CC)C(C)C)(C)C.[C:44]([C:48]1[CH:64]=[CH:63][C:51]([CH2:52][NH:53][CH2:54][CH2:55][C:56]2[CH:61]=[CH:60][C:59]([Cl:62])=[CH:58][CH:57]=2)=[CH:50][CH:49]=1)([CH3:47])([CH3:46])[CH3:45], predict the reaction product. The product is: [C:44]([C:48]1[CH:64]=[CH:63][C:51]([CH2:52][N:53]([CH2:54][CH2:55][C:56]2[CH:61]=[CH:60][C:59]([Cl:62])=[CH:58][CH:57]=2)[C:10]([C:8]2[CH:7]=[CH:6][CH:5]=[C:4]3[C:9]=2[NH:1][CH:2]=[CH:3]3)=[O:12])=[CH:50][CH:49]=1)([CH3:47])([CH3:45])[CH3:46]. (2) Given the reactants C(O)(C(F)(F)F)=O.[CH3:8][N:9]([CH2:11][C:12]1[CH:13]=[C:14]([NH:22]C(=O)OC(C)(C)C)[CH:15]=[CH:16][C:17]=1[Si:18]([CH3:21])([CH3:20])[CH3:19])[CH3:10].C([O-])(O)=O.[Na+], predict the reaction product. The product is: [CH3:10][N:9]([CH2:11][C:12]1[CH:13]=[C:14]([CH:15]=[CH:16][C:17]=1[Si:18]([CH3:20])([CH3:19])[CH3:21])[NH2:22])[CH3:8]. (3) The product is: [N:12]1([C:10]2[C:9]3[C:4](=[C:5]4[CH:20]=[CH:19][NH:18][C:6]4=[CH:7][CH:8]=3)[N:3]=[C:2]([C:24]3[CH:25]=[CH:26][N:27]=[C:22]([NH2:21])[N:23]=3)[N:11]=2)[CH2:17][CH2:16][O:15][CH2:14][CH2:13]1. Given the reactants Cl[C:2]1[N:11]=[C:10]([N:12]2[CH2:17][CH2:16][O:15][CH2:14][CH2:13]2)[C:9]2[C:4](=[C:5]3[CH:20]=[CH:19][NH:18][C:6]3=[CH:7][CH:8]=2)[N:3]=1.[NH2:21][C:22]1[N:27]=[CH:26][C:25](B(O)O)=[CH:24][N:23]=1.C([O-])([O-])=O.[Na+].[Na+], predict the reaction product. (4) Given the reactants Cl[C:2]1[C:11]2=[N:12][N:13](CC3C=CC(OC)=CC=3)[CH:14]=[C:10]2[C:9]2[CH:8]=[C:7]([O:24][CH3:25])[CH:6]=[CH:5][C:4]=2[N:3]=1.[CH3:26][O:27][C:28]1[C:34]([O:35][CH3:36])=[CH:33][CH:32]=[CH:31][C:29]=1[NH2:30].Cl, predict the reaction product. The product is: [CH3:26][O:27][C:28]1[C:34]([O:35][CH3:36])=[CH:33][CH:32]=[CH:31][C:29]=1[NH:30][C:2]1[C:11]2=[N:12][NH:13][CH:14]=[C:10]2[C:9]2[CH:8]=[C:7]([O:24][CH3:25])[CH:6]=[CH:5][C:4]=2[N:3]=1. (5) Given the reactants Br[C:2]1[CH:31]=[CH:30][C:5]([C:6]([NH:8][C:9]2[CH:14]=[CH:13][C:12]([O:15][C:16]([F:19])([F:18])[F:17])=[C:11]([NH:20][C:21](=[O:29])[CH2:22][N:23]3[CH2:28][CH2:27][O:26][CH2:25][CH2:24]3)[CH:10]=2)=[O:7])=[CH:4][CH:3]=1.Cl.[NH2:33][C:34]1[CH:39]=[CH:38][C:37](B(O)O)=[CH:36][CH:35]=1.C(=O)([O-])[O-].[Na+].[Na+], predict the reaction product. The product is: [NH2:33][C:34]1[CH:39]=[CH:38][C:37]([C:2]2[CH:3]=[CH:4][C:5]([C:6]([NH:8][C:9]3[CH:14]=[CH:13][C:12]([O:15][C:16]([F:18])([F:19])[F:17])=[C:11]([NH:20][C:21](=[O:29])[CH2:22][N:23]4[CH2:28][CH2:27][O:26][CH2:25][CH2:24]4)[CH:10]=3)=[O:7])=[CH:30][CH:31]=2)=[CH:36][CH:35]=1. (6) Given the reactants [Br:1][C:2]1[CH:13]=[CH:12][C:5]2[C:6](=[O:11])[NH:7][CH2:8][CH2:9][CH2:10][C:4]=2[CH:3]=1.[H-].[Na+].I[CH3:17].O, predict the reaction product. The product is: [Br:1][C:2]1[CH:13]=[CH:12][C:5]2[C:6](=[O:11])[N:7]([CH3:17])[CH2:8][CH2:9][CH2:10][C:4]=2[CH:3]=1. (7) Given the reactants [CH2:1]1[C@H:6](N)[C@@H:5](O[C@H]2O[C@H](CN)[C@@H](O)[C@H](O)[C@H]2O)[C@H:4](O)[C@@H:3](O[C@H]2O[C@H](CO)[C@@H](O)[C@H](N)[C@H]2O)[C@@H:2]1N.C[C@@H]1[O:39][C@@H:38]([O:40][C@H]2[C@H](O)[C@@H](O)[C@H](NC(N)=N)[C@@H](O)[C@@H]2NC(N)=N)[C@H:37]([O:58][C@@H]2O[C@@H](CO)[C@H](O)[C@@H](O)[C@@H]2NC)[C@@]1(O)C=O.CC(S[C@@H]1O[C@H](CO)[C@H](O)[C@H](O)[C@H]1O)C.CCCCCCCCCCCCCCCC.C=CC1C=CC=CC=1.FC(F)(F)C(O)=O, predict the reaction product. The product is: [C:38]([OH:40])(=[O:39])[C@H:37]([C:6]1[CH:5]=[CH:4][CH:3]=[CH:2][CH:1]=1)[OH:58]. (8) Given the reactants [CH3:1][O:2][C:3]1[CH:8]=[CH:7][C:6]([NH:9][C:10]([N:12]2[CH2:18][C:17]3[CH:19]=[CH:20][C:21]([C:23]([O:25]C)=O)=[CH:22][C:16]=3[O:15][C@@H:14]([CH3:27])[CH2:13]2)=[O:11])=[CH:5][CH:4]=1.[OH-:28].[Na+].[NH2:30]O, predict the reaction product. The product is: [OH:28][NH:30][C:23]([C:21]1[CH:20]=[CH:19][C:17]2[CH2:18][N:12]([C:10]([NH:9][C:6]3[CH:7]=[CH:8][C:3]([O:2][CH3:1])=[CH:4][CH:5]=3)=[O:11])[CH2:13][C@H:14]([CH3:27])[O:15][C:16]=2[CH:22]=1)=[O:25]. (9) Given the reactants [OH:1][C:2]1[C:11]2[C:6](=[CH:7][CH:8]=[C:9](I)[CH:10]=2)[N:5]([CH3:13])[C:4](=[O:14])[C:3]=1[C:15]([NH:17][CH2:18][C:19]([O:21][CH2:22][CH3:23])=[O:20])=[O:16].[C:24]1(B(O)O)[CH:29]=[CH:28][CH:27]=[CH:26][CH:25]=1.C(=O)([O-])[O-].[Na+].[Na+], predict the reaction product. The product is: [OH:1][C:2]1[C:11]2[C:6](=[CH:7][CH:8]=[C:9]([C:24]3[CH:29]=[CH:28][CH:27]=[CH:26][CH:25]=3)[CH:10]=2)[N:5]([CH3:13])[C:4](=[O:14])[C:3]=1[C:15]([NH:17][CH2:18][C:19]([O:21][CH2:22][CH3:23])=[O:20])=[O:16]. (10) Given the reactants [F:1][C:2]([F:24])([F:23])[C:3]1[C:16]2[C:7](=[CH:8][C:9]3[CH2:10][CH2:11][CH2:12][N:13]([CH2:17][C:18](F)(F)F)[C:14]=3[CH:15]=2)[NH:6][C:5](=[O:22])[CH:4]=1.[CH:25](=O)CC, predict the reaction product. The product is: [F:1][C:2]([F:24])([F:23])[C:3]1[C:16]2[C:7](=[CH:8][C:9]3[CH2:10][CH2:11][CH2:12][N:13]([CH2:17][CH2:18][CH3:25])[C:14]=3[CH:15]=2)[NH:6][C:5](=[O:22])[CH:4]=1.